Dataset: Full USPTO retrosynthesis dataset with 1.9M reactions from patents (1976-2016). Task: Predict the reactants needed to synthesize the given product. (1) Given the product [Cl:30][C:26]1[CH:25]=[C:24]([NH:23][CH2:22][C@@H:16]2[CH2:17][C:18]([F:21])([F:20])[CH2:19][NH:15]2)[CH:29]=[CH:28][CH:27]=1, predict the reactants needed to synthesize it. The reactants are: C(O)(C(F)(F)F)=O.C(OC([N:15]1[CH2:19][C:18]([F:21])([F:20])[CH2:17][C@H:16]1[CH2:22][NH:23][C:24]1[CH:29]=[CH:28][CH:27]=[C:26]([Cl:30])[CH:25]=1)=O)(C)(C)C. (2) The reactants are: Cl.[NH2:2][C:3]1[CH:8]=[CH:7][C:6]([N:9]2[CH2:14][CH2:13][C:12](=[O:15])[CH2:11][CH2:10]2)=[CH:5][CH:4]=1.C(N(CC)CC)C.[N:23]1[CH:28]=[CH:27][CH:26]=[C:25]([S:29](Cl)(=[O:31])=[O:30])[CH:24]=1. Given the product [O:15]=[C:12]1[CH2:11][CH2:10][N:9]([C:6]2[CH:7]=[CH:8][C:3]([NH:2][S:29]([C:25]3[CH:24]=[N:23][CH:28]=[CH:27][CH:26]=3)(=[O:31])=[O:30])=[CH:4][CH:5]=2)[CH2:14][CH2:13]1, predict the reactants needed to synthesize it. (3) The reactants are: [CH3:1][C:2]1([CH3:28])[C:14]2[CH:13]=[C:12]([C:15]3[C:20]4[O:21][C:22]5[CH:27]=[CH:26][CH:25]=[CH:24][C:23]=5[C:19]=4[CH:18]=[CH:17][CH:16]=3)[CH:11]=[CH:10][C:9]=2[C:8]2[C:3]1=[CH:4][CH:5]=[CH:6][CH:7]=2.C([Li])(CC)C.C1CCCCC1.C(O[B:44]1[O:48][C:47]([CH3:50])([CH3:49])[C:46]([CH3:52])([CH3:51])[O:45]1)(C)C. Given the product [CH3:1][C:2]1([CH3:28])[C:14]2[CH:13]=[C:12]([C:15]3[C:20]4[O:21][C:22]5[C:27]([B:44]6[O:48][C:47]([CH3:50])([CH3:49])[C:46]([CH3:52])([CH3:51])[O:45]6)=[CH:26][CH:25]=[CH:24][C:23]=5[C:19]=4[CH:18]=[CH:17][CH:16]=3)[CH:11]=[CH:10][C:9]=2[C:8]2[C:3]1=[CH:4][CH:5]=[CH:6][CH:7]=2, predict the reactants needed to synthesize it. (4) Given the product [N:1]([CH2:4][CH2:5][CH2:6][C:7]1[C:15]2[C:10](=[CH:11][CH:12]=[C:13]([F:16])[CH:14]=2)[N:9]([S:32]([C:31]2[N:30]3[C:26]([S:27][CH:28]=[CH:29]3)=[N:25][C:24]=2[Cl:23])(=[O:33])=[O:34])[CH:8]=1)=[N+:2]=[N-:3], predict the reactants needed to synthesize it. The reactants are: [N:1]([CH2:4][CH2:5][CH2:6][C:7]1[C:15]2[C:10](=[CH:11][CH:12]=[C:13]([F:16])[CH:14]=2)[NH:9][CH:8]=1)=[N+:2]=[N-:3].CC([O-])(C)C.[K+].[Cl:23][C:24]1[N:25]=[C:26]2[N:30]([C:31]=1[S:32](Cl)(=[O:34])=[O:33])[CH:29]=[CH:28][S:27]2. (5) Given the product [S:1]([O-:5])([O-:4])(=[O:3])=[O:2].[Ti+4:7].[S:1]([O-:5])([O-:4])(=[O:3])=[O:2], predict the reactants needed to synthesize it. The reactants are: [S:1](=[O:5])(=[O:4])([OH:3])[OH:2].[OH-].[Ti+4:7].[OH-].[OH-].[OH-].